From a dataset of Forward reaction prediction with 1.9M reactions from USPTO patents (1976-2016). Predict the product of the given reaction. (1) The product is: [Cl:18][C:15]1[CH:14]=[CH:13][C:12]([C:7]2[C:6]([CH2:4][OH:3])=[C:10]([CH3:11])[O:9][N:8]=2)=[CH:17][CH:16]=1. Given the reactants C([O:3][C:4]([C:6]1[C:7]([C:12]2[CH:17]=[CH:16][C:15]([Cl:18])=[CH:14][CH:13]=2)=[N:8][O:9][C:10]=1[CH3:11])=O)C.C(OC(C1C(C2C=CC=C(F)C=2)=NOC=1C)=O)C, predict the reaction product. (2) Given the reactants [Cl:1][C:2]1[N:7]=[N:6][C:5]([O:8][CH3:9])=[C:4](I)[CH:3]=1.[C:11]([O:15][C:16]([N:18]1[C:26]2[C:21](=[CH:22][CH:23]=[CH:24][CH:25]=2)[CH:20]=[C:19]1B(O)O)=[O:17])([CH3:14])([CH3:13])[CH3:12].C(=O)([O-])[O-].[K+].[K+].C1(P(C2C=CC=CC=2)C2C=CC=CC=2)C=CC=CC=1, predict the reaction product. The product is: [C:11]([O:15][C:16]([N:18]1[C:26]2[C:21](=[CH:22][CH:23]=[CH:24][CH:25]=2)[CH:20]=[C:19]1[C:4]1[CH:3]=[C:2]([Cl:1])[N:7]=[N:6][C:5]=1[O:8][CH3:9])=[O:17])([CH3:14])([CH3:12])[CH3:13]. (3) Given the reactants [CH3:1][O:2][C:3]1[CH:8]=[CH:7][C:6]([C:9]([C:34]2[CH:39]=[CH:38][C:37]([O:40][CH3:41])=[CH:36][CH:35]=2)([C:28]2[CH:33]=[CH:32][CH:31]=[CH:30][CH:29]=2)[O:10][C@@H:11]2[C@@H:15](OS(C)(=O)=O)[CH2:14][N:13]([C:21]([O:23][C:24]([CH3:27])([CH3:26])[CH3:25])=[O:22])[CH2:12]2)=[CH:5][CH:4]=1.[N-:42]=[N+:43]=[N-:44].[Na+].O, predict the reaction product. The product is: [N:42]([C@H:15]1[C@@H:11]([O:10][C:9]([C:6]2[CH:5]=[CH:4][C:3]([O:2][CH3:1])=[CH:8][CH:7]=2)([C:34]2[CH:39]=[CH:38][C:37]([O:40][CH3:41])=[CH:36][CH:35]=2)[C:28]2[CH:29]=[CH:30][CH:31]=[CH:32][CH:33]=2)[CH2:12][N:13]([C:21]([O:23][C:24]([CH3:27])([CH3:26])[CH3:25])=[O:22])[CH2:14]1)=[N+:43]=[N-:44]. (4) The product is: [C:22]([O:21][C:20](=[O:26])[NH:19][C@@H:14]1[CH2:15][CH2:16][CH2:17][CH2:18][C@H:13]1[CH2:11][N:7]1[CH2:8][CH2:9][CH2:10][C@@H:5]([O:4][CH2:2][CH3:3])[CH2:6]1)([CH3:25])([CH3:23])[CH3:24]. Given the reactants Cl.[CH2:2]([O:4][C@@H:5]1[CH2:10][CH2:9][CH2:8][NH:7][CH2:6]1)[CH3:3].[CH:11]([C@@H:13]1[CH2:18][CH2:17][CH2:16][CH2:15][C@H:14]1[NH:19][C:20](=[O:26])[O:21][C:22]([CH3:25])([CH3:24])[CH3:23])=O.C(O[BH-](OC(=O)C)OC(=O)C)(=O)C.[Na+].[OH-].[Na+], predict the reaction product. (5) The product is: [F:44][C:2]([F:1])([F:43])[C:3]1[CH:4]=[C:5]([C@H:13]([O:15][C@H:16]2[CH2:24][N:23]3[C@@H:18]([CH2:19][CH:20]([CH:26]4[CH2:27][CH2:28][N:29]([C:32]([CH3:34])([CH3:35])[CH3:33])[CH2:30][CH2:31]4)[CH2:21][C:22]3=[O:25])[C@@H:17]2[C:36]2[CH:41]=[CH:40][C:39]([F:42])=[CH:38][CH:37]=2)[CH3:14])[CH:6]=[C:7]([C:9]([F:10])([F:11])[F:12])[CH:8]=1. Given the reactants [F:1][C:2]([F:44])([F:43])[C:3]1[CH:4]=[C:5]([C@H:13]([O:15][C@H:16]2[CH2:24][N:23]3[C@@H:18]([CH2:19][C:20]([C:26]4[CH2:27][CH2:28][N:29]([C:32]([CH3:35])([CH3:34])[CH3:33])[CH2:30][CH:31]=4)=[CH:21][C:22]3=[O:25])[C@@H:17]2[C:36]2[CH:41]=[CH:40][C:39]([F:42])=[CH:38][CH:37]=2)[CH3:14])[CH:6]=[C:7]([C:9]([F:12])([F:11])[F:10])[CH:8]=1.[H][H], predict the reaction product. (6) Given the reactants [C:1]1([C@H:7]([NH2:9])[CH3:8])[CH:6]=[CH:5][CH:4]=[CH:3][CH:2]=1.S([O-])([O-])(=O)=O.[Na+].[Na+].[CH2:17]([O:19][C:20](=[O:23])[CH:21]=O)[CH3:18], predict the reaction product. The product is: [CH2:17]([O:19][C:20](=[O:23])[CH:21]=[N:9][C@@H:7]([C:1]1[CH:6]=[CH:5][CH:4]=[CH:3][CH:2]=1)[CH3:8])[CH3:18]. (7) Given the reactants [C:1]([O:4][CH2:5][C@H:6]1[O:10][C:9](=[O:11])[CH:8]=[CH:7]1)(=[O:3])[CH3:2].C(C1C=CC=CC=1)(=O)C1C=CC=CC=1.[C:26]([O:29][CH2:30][CH3:31])(=[O:28])C.C(Cl)(Cl)Cl, predict the reaction product. The product is: [C:1]([O:4][CH2:5][C@H:6]1[O:10][C:9](=[O:11])[CH2:8][C@@H:7]1[CH:26]1[O:29][CH2:30][CH2:31][O:28]1)(=[O:3])[CH3:2].